From a dataset of Full USPTO retrosynthesis dataset with 1.9M reactions from patents (1976-2016). Predict the reactants needed to synthesize the given product. (1) Given the product [Cl:1][C:2]1[CH:32]=[CH:31][C:5]([CH2:6][N:7]2[C:11]3[CH:12]=[C:13]([N:17]4[CH2:22][CH2:21][N:20]([C:33](=[O:36])[CH2:34][CH3:35])[CH2:19][CH2:18]4)[C:14]([F:16])=[CH:15][C:10]=3[N:9]=[C:8]2[CH2:23][O:24][C:25]2[CH:30]=[CH:29][CH:28]=[CH:27][CH:26]=2)=[CH:4][CH:3]=1, predict the reactants needed to synthesize it. The reactants are: [Cl:1][C:2]1[CH:32]=[CH:31][C:5]([CH2:6][N:7]2[C:11]3[CH:12]=[C:13]([N:17]4[CH2:22][CH2:21][NH:20][CH2:19][CH2:18]4)[C:14]([F:16])=[CH:15][C:10]=3[N:9]=[C:8]2[CH2:23][O:24][C:25]2[CH:30]=[CH:29][CH:28]=[CH:27][CH:26]=2)=[CH:4][CH:3]=1.[C:33](Cl)(=[O:36])[CH2:34][CH3:35]. (2) Given the product [F:1][C:2]1[CH:3]=[C:4]([N:8]2[CH:12]=[C:11]([N:13]([CH2:27][C:26]#[CH:25])[C:14](=[O:20])[O:15][C:16]([CH3:17])([CH3:18])[CH3:19])[C:10]([CH3:21])=[N:9]2)[CH:5]=[N:6][CH:7]=1, predict the reactants needed to synthesize it. The reactants are: [F:1][C:2]1[CH:3]=[C:4]([N:8]2[CH:12]=[C:11]([NH:13][C:14](=[O:20])[O:15][C:16]([CH3:19])([CH3:18])[CH3:17])[C:10]([CH3:21])=[N:9]2)[CH:5]=[N:6][CH:7]=1.[H-].[Na+].Br[CH2:25][C:26]#[CH:27].[Cl-].[NH4+]. (3) The reactants are: [NH2:1][C@H:2]1[CH2:6][CH2:5][N:4]([C:7]2[CH:24]=[CH:23][C:10]3[CH2:11][CH2:12][CH2:13][N:14](C(OC(C)(C)C)=O)[CH2:15][C:9]=3[CH:8]=2)[C:3]1=[O:25].[Cl:26][C:27]1[S:31][C:30]([C:32]2[S:33][C:34]([S:37](Cl)(=[O:39])=[O:38])=[CH:35][CH:36]=2)=[CH:29][CH:28]=1.ClC1SC(/C=C/S(N[C@H]2CCN(C3C=CC4CN(C(OC(C)(C)C)=O)CCCC=4C=3)C2=O)(=O)=O)=CC=1. Given the product [ClH:26].[Cl:26][C:27]1[S:31][C:30]([C:32]2[S:33][C:34]([S:37]([NH:1][C@H:2]3[CH2:6][CH2:5][N:4]([C:7]4[CH:24]=[CH:23][C:10]5[CH2:11][CH2:12][CH2:13][NH:14][CH2:15][C:9]=5[CH:8]=4)[C:3]3=[O:25])(=[O:38])=[O:39])=[CH:35][CH:36]=2)=[CH:29][CH:28]=1, predict the reactants needed to synthesize it. (4) Given the product [CH3:42][O:43][C:44]1[CH:49]=[CH:48][CH:47]=[CH:46][C:45]=1[C:50]1[C:54]2[N:55]=[C:15]([NH:14][C:11]3[CH:12]=[CH:13][C:8]([CH:5]4[CH2:6][CH2:7][N:2]([CH3:1])[CH2:3][CH2:4]4)=[CH:9][C:10]=3[O:17][CH:18]([CH3:20])[CH3:19])[N:57]=[CH:58][C:53]=2[S:52][C:51]=1[C:63]([O:65][CH3:66])=[O:64], predict the reactants needed to synthesize it. The reactants are: [CH3:1][N:2]1[CH2:7][CH2:6][CH:5]([C:8]2[CH:13]=[CH:12][C:11]([NH:14][CH:15]=O)=[C:10]([O:17][CH:18]([CH3:20])[CH3:19])[CH:9]=2)[CH2:4][CH2:3]1.CC(N=P(N1CCCC1)(N1CCCC1)N1CCCC1)(C)C.[CH3:42][O:43][C:44]1[CH:49]=[CH:48][CH:47]=[CH:46][C:45]=1[C:50]1[C:54]2[N:55]=C(S(C)(=O)=O)[N:57]=[CH:58][C:53]=2[S:52][C:51]=1[C:63]([O:65][CH3:66])=[O:64].